Dataset: Forward reaction prediction with 1.9M reactions from USPTO patents (1976-2016). Task: Predict the product of the given reaction. (1) Given the reactants [C:1]([C:3]1[CH:11]=[CH:10][C:6]([C:7]([OH:9])=O)=[CH:5][CH:4]=1)#[N:2].[F:12][C:13]([F:23])([F:22])[C:14]1[CH:19]=[CH:18][C:17]([NH2:20])=[C:16]([NH2:21])[CH:15]=1, predict the reaction product. The product is: [NH2:2][CH2:1][C:3]1[CH:4]=[CH:5][C:6]([C:7]([NH:20][C:17]2[CH:18]=[CH:19][C:14]([C:13]([F:12])([F:22])[F:23])=[CH:15][C:16]=2[NH2:21])=[O:9])=[CH:10][CH:11]=1. (2) Given the reactants [NH2:1][C@H:2]1[CH2:7][CH2:6][C@H:5]([C:8]2[CH:9]=[C:10]([CH:16]=[CH:17][CH:18]=2)[C:11]([O:13][CH2:14][CH3:15])=[O:12])[CH2:4][CH2:3]1.[Cl:19][C:20]1[C:24]([Cl:25])=[C:23]([CH3:26])[NH:22][C:21]=1[C:27](O)=[O:28].C1C=CC2N(O)N=NC=2C=1.CN1CCOCC1.C(Cl)CCl, predict the reaction product. The product is: [Cl:19][C:20]1[C:24]([Cl:25])=[C:23]([CH3:26])[NH:22][C:21]=1[C:27]([NH:1][C@H:2]1[CH2:7][CH2:6][C@H:5]([C:8]2[CH:9]=[C:10]([CH:16]=[CH:17][CH:18]=2)[C:11]([O:13][CH2:14][CH3:15])=[O:12])[CH2:4][CH2:3]1)=[O:28]. (3) Given the reactants [Cl:1]C1N=C(Cl)C2C(C)=CN(S(C3C=CC(C)=CC=3)(=O)=O)C=2N=1.NC1C=CC=C(F)C=1C(O)=O.C(N(C(C)C)CC)(C)C.[Cl:43][C:44]1[N:45]=[C:46]([NH:64][C:65]2[CH:73]=[CH:72][CH:71]=[C:70]([F:74])[C:66]=2[C:67]([OH:69])=O)[C:47]2[CH:52]=[C:51]([CH3:53])[N:50]([S:54]([C:57]3[CH:62]=[CH:61][C:60]([CH3:63])=[CH:59][CH:58]=3)(=[O:56])=[O:55])[C:48]=2[N:49]=1.C(Cl)(=O)C(Cl)=O.ClCCl, predict the reaction product. The product is: [ClH:1].[Cl:43][C:44]1[N:45]2[C:46](=[N:64][C:65]3[C:66]([C:67]2=[O:69])=[C:70]([F:74])[CH:71]=[CH:72][CH:73]=3)[C:47]2[CH:52]=[C:51]([CH3:53])[N:50]([S:54]([C:57]3[CH:62]=[CH:61][C:60]([CH3:63])=[CH:59][CH:58]=3)(=[O:56])=[O:55])[C:48]=2[N:49]=1. (4) Given the reactants [NH2:1][C:2]([CH3:6])([CH3:5])[CH2:3][OH:4].[F:7][C:8]([F:31])([C:13]1[N:14]=[CH:15][C:16]([N:19]2[C:26]3[C@@H:25]4[CH2:27][C@@H:24]4[CH2:23][C:22]=3[C:21]([C:28](O)=[O:29])=[N:20]2)=[N:17][CH:18]=1)[C:9]([F:12])([F:11])[F:10], predict the reaction product. The product is: [OH:4][CH2:3][C:2]([NH:1][C:28]([C:21]1[C:22]2[CH2:23][C@H:24]3[CH2:27][C@H:25]3[C:26]=2[N:19]([C:16]2[CH:15]=[N:14][C:13]([C:8]([F:7])([F:31])[C:9]([F:12])([F:10])[F:11])=[CH:18][N:17]=2)[N:20]=1)=[O:29])([CH3:6])[CH3:5]. (5) Given the reactants [F:1][C:2]([F:27])([F:26])[O:3][C:4]1[CH:9]=[CH:8][C:7]([NH:10][C:11]2[N:16]=[CH:15][N:14]=[C:13]([C:17]3[CH:18]=[C:19]([CH:23]=[CH:24][CH:25]=3)[C:20]([OH:22])=O)[CH:12]=2)=[CH:6][CH:5]=1.[CH2:28]([CH2:30][NH2:31])[OH:29].C(N(C(C)C)CC)(C)C, predict the reaction product. The product is: [OH:29][CH2:28][CH2:30][NH:31][C:20](=[O:22])[C:19]1[CH:23]=[CH:24][CH:25]=[C:17]([C:13]2[CH:12]=[C:11]([NH:10][C:7]3[CH:6]=[CH:5][C:4]([O:3][C:2]([F:1])([F:27])[F:26])=[CH:9][CH:8]=3)[N:16]=[CH:15][N:14]=2)[CH:18]=1. (6) Given the reactants [Cl:1][C:2]1[CH:3]=[C:4]2[C:14](=[CH:15][CH:16]=1)[C:8]1([CH2:13][CH2:12][NH:11][CH2:10][CH2:9]1)[C:7](=[O:17])[C:6]([C:18]([NH:20][CH2:21][C:22]([O:24][CH3:25])=[O:23])=[O:19])=[C:5]2[OH:26].CCN(C(C)C)C(C)C.[C:36](O)(=[O:43])[C:37]1[CH:42]=[CH:41][CH:40]=[CH:39][CH:38]=1.CCN=C=NCCCN(C)C.Cl, predict the reaction product. The product is: [Cl:1][C:2]1[CH:3]=[C:4]2[C:14](=[CH:15][CH:16]=1)[C:8]1([CH2:9][CH2:10][N:11]([C:36]([C:37]3[CH:42]=[CH:41][CH:40]=[CH:39][CH:38]=3)=[O:43])[CH2:12][CH2:13]1)[C:7](=[O:17])[C:6]([C:18]([NH:20][CH2:21][C:22]([O:24][CH3:25])=[O:23])=[O:19])=[C:5]2[OH:26]. (7) Given the reactants C([N:8]1[CH2:13][CH2:12][CH2:11][C@H:10]([NH:14][C:15]2[CH:16]=[C:17]([NH:33][C:34]3[CH:39]=[CH:38][CH:37]=[CH:36][N:35]=3)[C:18]3[N:19]([C:21]([C:24]([NH:26][C:27]4[CH:32]=[CH:31][N:30]=[CH:29][CH:28]=4)=[O:25])=[CH:22][N:23]=3)[N:20]=2)[CH2:9]1)C1C=CC=CC=1, predict the reaction product. The product is: [NH:8]1[CH2:13][CH2:12][CH2:11][C@H:10]([NH:14][C:15]2[CH:16]=[C:17]([NH:33][C:34]3[CH:39]=[CH:38][CH:37]=[CH:36][N:35]=3)[C:18]3[N:19]([C:21]([C:24]([NH:26][C:27]4[CH:28]=[CH:29][N:30]=[CH:31][CH:32]=4)=[O:25])=[CH:22][N:23]=3)[N:20]=2)[CH2:9]1.